This data is from Catalyst prediction with 721,799 reactions and 888 catalyst types from USPTO. The task is: Predict which catalyst facilitates the given reaction. (1) Product: [NH2:27][C:23]1[CH:22]=[C:21]([N:18]2[CH2:17][CH2:16][N:15]([CH2:14][CH2:13][C:12]3[N:8]([CH2:7][CH:1]4[CH2:6][CH2:5][CH2:4][CH2:3][CH2:2]4)[C:9](=[O:30])[NH:10][N:11]=3)[CH2:20][CH2:19]2)[CH:26]=[CH:25][CH:24]=1. The catalyst class is: 19. Reactant: [CH:1]1([CH2:7][N:8]2[C:12]([CH2:13][CH2:14][N:15]3[CH2:20][CH2:19][N:18]([C:21]4[CH:26]=[CH:25][CH:24]=[C:23]([N+:27]([O-])=O)[CH:22]=4)[CH2:17][CH2:16]3)=[N:11][NH:10][C:9]2=[O:30])[CH2:6][CH2:5][CH2:4][CH2:3][CH2:2]1. (2) Reactant: [F:1][C@@H:2]1[C@@H:8]([CH2:9][O:10][C:11]([C:13]2[C:14]([CH3:19])=[CH:15][CH:16]=[CH:17][CH:18]=2)=[O:12])[O:7][C@H:4]([O:5][CH3:6])[C@@H:3]1[OH:20].[CH3:21]C(OI1(OC(C)=O)(OC(C)=O)OC(=O)C2C=CC=CC1=2)=O. Product: [F:1][C@@H:2]1[C@@H:8]([CH2:9][O:10][C:11]([C:13]2[C:14]([CH3:19])=[CH:15][CH:16]=[CH:17][CH:18]=2)=[O:12])[O:7][C@H:4]([O:5][CH3:6])[C@:3]1([CH3:21])[OH:20]. The catalyst class is: 4. (3) Reactant: [C:1]([C:4]1[C:9]([C:10]2[CH:15]=[CH:14][CH:13]=[CH:12][CH:11]=2)=[N:8][N:7]([CH2:16][CH3:17])[C:6](=[O:18])[C:5]=1[N+:19]([O-])=O)(=[O:3])[CH3:2].N[C:23]1[C:28]([CH3:29])=[CH:27][CH:26]=[CH:25][N:24]=1. Product: [C:1]([C:4]1[C:9]([C:10]2[CH:15]=[CH:14][CH:13]=[CH:12][CH:11]=2)=[N:8][N:7]([CH2:16][CH3:17])[C:6](=[O:18])[C:5]=1[NH:19][C:23]1[C:28]([CH3:29])=[CH:27][CH:26]=[CH:25][N:24]=1)(=[O:3])[CH3:2]. The catalyst class is: 8. (4) Reactant: C1COCC1.[Cl:6][C:7]1[C:8]2[N:9]([C:13]([C@H:16]3[CH2:21][CH2:20][C@H:19]([C:22](OC)=[O:23])[CH2:18][CH2:17]3)=[N:14][CH:15]=2)[CH:10]=[CH:11][N:12]=1.[H-].[H-].[H-].[H-].[Li+].[Al+3].[O-]S([O-])(=O)=O.[Na+].[Na+]. Product: [Cl:6][C:7]1[C:8]2[N:9]([C:13]([C@H:16]3[CH2:17][CH2:18][C@H:19]([CH2:22][OH:23])[CH2:20][CH2:21]3)=[N:14][CH:15]=2)[CH:10]=[CH:11][N:12]=1. The catalyst class is: 13. (5) Reactant: [Cu](C#N)[C:2]#N.C[Mg]I.[C:9]([C:11](=[C:17]1[CH2:22][CH2:21][N:20]([C:23]([O:25][C:26]([CH3:29])([CH3:28])[CH3:27])=[O:24])[CH2:19][CH2:18]1)[C:12]([O:14][CH2:15][CH3:16])=[O:13])#[N:10]. Product: [C:9]([CH:11]([C:17]1([CH3:2])[CH2:18][CH2:19][N:20]([C:23]([O:25][C:26]([CH3:28])([CH3:27])[CH3:29])=[O:24])[CH2:21][CH2:22]1)[C:12]([O:14][CH2:15][CH3:16])=[O:13])#[N:10]. The catalyst class is: 385. (6) Reactant: [N:1]1([CH2:6][C:7]2[CH:12]=[CH:11][C:10]([CH2:13][CH2:14][NH:15][C:16]([C:18]3[CH:23]=[CH:22][C:21]([C:24]4[CH:29]=[CH:28][C:27]([Cl:30])=[CH:26][CH:25]=4)=[CH:20][C:19]=3[NH2:31])=[O:17])=[CH:9][CH:8]=2)[CH2:5][CH2:4][CH2:3][CH2:2]1.C1N=CN([C:37](N2C=NC=C2)=[O:38])C=1. Product: [Cl:30][C:27]1[CH:26]=[CH:25][C:24]([C:21]2[CH:20]=[C:19]3[C:18]([C:16](=[O:17])[N:15]([CH2:14][CH2:13][C:10]4[CH:11]=[CH:12][C:7]([CH2:6][N:1]5[CH2:5][CH2:4][CH2:3][CH2:2]5)=[CH:8][CH:9]=4)[C:37](=[O:38])[NH:31]3)=[CH:23][CH:22]=2)=[CH:29][CH:28]=1. The catalyst class is: 7. (7) Reactant: ClC1C=CC(N[C:9](OC(C2C=CC=CC=2)C(O)=O)=[O:10])=CC=1.C1C=C[C:25]2[N:30](O)[N:29]=[N:28][C:26]=2[CH:27]=1.[CH3:32][CH2:33][N:34]=C=NCCCN(C)C.C([N:45]([CH2:48][CH3:49])[CH2:46][CH3:47])C. Product: [CH3:32][C:33]1[N:28]2[C:9](=[O:10])[N:30]([N:29]3[CH2:47][CH2:46][NH:45][CH2:48][CH2:49]3)[CH2:25][C:26]2=[CH:27][N:34]=1. The catalyst class is: 10. (8) Reactant: [C:1]([N:20]1[CH:24]=[C:23]([CH2:25][C:26]#[N:27])[N:22]=[CH:21]1)([C:14]1[CH:19]=[CH:18][CH:17]=[CH:16][CH:15]=1)([C:8]1[CH:13]=[CH:12][CH:11]=[CH:10][CH:9]=1)[C:2]1[CH:7]=[CH:6][CH:5]=[CH:4][CH:3]=1.[CH3:28]I.[H-].[Na+]. Product: [C:1]([N:20]1[CH:24]=[C:23]([CH:25]([CH3:28])[C:26]#[N:27])[N:22]=[CH:21]1)([C:14]1[CH:15]=[CH:16][CH:17]=[CH:18][CH:19]=1)([C:8]1[CH:9]=[CH:10][CH:11]=[CH:12][CH:13]=1)[C:2]1[CH:7]=[CH:6][CH:5]=[CH:4][CH:3]=1. The catalyst class is: 1. (9) Reactant: [CH2:1]([C:10]1[CH:30]=[CH:29][C:13]([CH2:14][N:15]2[CH2:19][CH2:18][C:17]([P:21](=[O:28])([O:25]CC)[O:22]CC)([OH:20])[CH2:16]2)=[CH:12][CH:11]=1)[CH2:2][CH2:3][CH2:4][CH2:5][CH2:6][CH2:7][CH2:8][CH3:9].I[Si](C)(C)C. Product: [CH2:1]([C:10]1[CH:30]=[CH:29][C:13]([CH2:14][N:15]2[CH2:19][CH2:18][C:17]([P:21](=[O:22])([OH:25])[OH:28])([OH:20])[CH2:16]2)=[CH:12][CH:11]=1)[CH2:2][CH2:3][CH2:4][CH2:5][CH2:6][CH2:7][CH2:8][CH3:9]. The catalyst class is: 22.